Dataset: Catalyst prediction with 721,799 reactions and 888 catalyst types from USPTO. Task: Predict which catalyst facilitates the given reaction. (1) Reactant: Cl[CH2:2][C:3]1[CH:8]=[CH:7][C:6]([CH2:9]Cl)=[CH:5][CH:4]=1.[CH2:11]([O:16][C:17]([S-:19])=[S:18])[CH2:12][CH2:13][CH2:14][CH3:15].[K+]. Product: [CH2:11]([O:16][C:17]([S:19][CH2:2][C:3]1[CH:8]=[CH:7][C:6]([CH2:9][S:19][C:17]([O:16][CH2:11][CH2:12][CH2:13][CH2:14][CH3:15])=[S:18])=[CH:5][CH:4]=1)=[S:18])[CH2:12][CH2:13][CH2:14][CH3:15]. The catalyst class is: 5. (2) Reactant: [OH:1][CH2:2][C:3]1[N:8]=[C:7](/[CH:9]=[CH:10]/[C:11]([O:13][C:14]([CH3:17])([CH3:16])[CH3:15])=[O:12])[CH:6]=[CH:5][CH:4]=1. Product: [OH:1][CH2:2][C:3]1[N:8]=[C:7]([CH2:9][CH2:10][C:11]([O:13][C:14]([CH3:17])([CH3:16])[CH3:15])=[O:12])[CH:6]=[CH:5][CH:4]=1. The catalyst class is: 865. (3) The catalyst class is: 3. Reactant: [N:1]1[CH:6]=[CH:5][C:4]([C:7]([OH:9])=O)=[CH:3][N:2]=1.[NH2:10][C:11]1[CH:19]=[CH:18][CH:17]=[CH:16][C:12]=1[C:13]([NH2:15])=[O:14].CN(C(ON1N=NC2C=CC=CC1=2)=[N+](C)C)C.F[P-](F)(F)(F)(F)F.CCN(C(C)C)C(C)C. Product: [C:13]([C:12]1[CH:16]=[CH:17][CH:18]=[CH:19][C:11]=1[NH:10][C:7]([C:4]1[CH:5]=[CH:6][N:1]=[N:2][CH:3]=1)=[O:9])(=[O:14])[NH2:15]. (4) Reactant: [OH:1][C:2]1[CH:3]=[CH:4][CH:5]=[C:6]2[C:10]=1[NH:9][CH:8]=[CH:7]2.C(=O)([O-])[O-].[K+].[K+].I[CH2:18][CH2:19][CH2:20][CH3:21]. Product: [CH2:18]([O:1][C:2]1[CH:3]=[CH:4][CH:5]=[C:6]2[C:10]=1[NH:9][CH:8]=[CH:7]2)[CH2:19][CH2:20][CH3:21]. The catalyst class is: 311.